From a dataset of Peptide-MHC class II binding affinity with 134,281 pairs from IEDB. Regression. Given a peptide amino acid sequence and an MHC pseudo amino acid sequence, predict their binding affinity value. This is MHC class II binding data. (1) The peptide sequence is GPKEPFRDYVDRFYKTLR. The MHC is DRB1_0802 with pseudo-sequence DRB1_0802. The binding affinity (normalized) is 0.308. (2) The MHC is DRB1_0401 with pseudo-sequence DRB1_0401. The binding affinity (normalized) is 0.352. The peptide sequence is DWSTRLRNDGNAI.